Dataset: Peptide-MHC class I binding affinity with 185,985 pairs from IEDB/IMGT. Task: Regression. Given a peptide amino acid sequence and an MHC pseudo amino acid sequence, predict their binding affinity value. This is MHC class I binding data. (1) The peptide sequence is IVHVDHECF. The MHC is HLA-A24:03 with pseudo-sequence HLA-A24:03. The binding affinity (normalized) is 0.158. (2) The peptide sequence is RPRGDNFAV. The MHC is H-2-Ld with pseudo-sequence H-2-Ld. The binding affinity (normalized) is 0.0570.